Dataset: Reaction yield outcomes from USPTO patents with 853,638 reactions. Task: Predict the reaction yield, written as a fraction of the theoretical maximum amount of product (1.0 means a 100% yield; for example, 0.34 means a 34% yield). (1) The reactants are Cl[CH2:2][CH2:3][CH2:4][C:5]([NH:7][C@@H:8]([C:10]1[N:11]([CH3:22])[CH:12]=[C:13]([C:15]2[CH:20]=[CH:19][C:18]([I:21])=[CH:17][CH:16]=2)[N:14]=1)[CH3:9])=[O:6].C1COCC1.CC(C)([O-])C.[K+].CCOC(C)=O. The catalyst is O. The product is [I:21][C:18]1[CH:19]=[CH:20][C:15]([C:13]2[N:14]=[C:10]([C@H:8]([N:7]3[CH2:2][CH2:3][CH2:4][C:5]3=[O:6])[CH3:9])[N:11]([CH3:22])[CH:12]=2)=[CH:16][CH:17]=1. The yield is 0.860. (2) The reactants are Br[C:2]1[CH:3]=[CH:4][C:5]2[O:9][C:8]([C:10]([O:12]CC)=O)=[C:7]([NH:15][C:16]([C:18]3[CH:19]=[N:20][O:21][C:22]=3[CH3:23])=[O:17])[C:6]=2[CH:24]=1.[CH2:25](N(CC)CC)C. The catalyst is O. The product is [C:10]([C:8]1[O:9][C:5]2[CH:4]=[CH:3][CH:2]=[CH:24][C:6]=2[C:7]=1[NH:15][C:16](=[O:17])/[C:18](/[C:19]#[N:20])=[C:22](\[OH:21])/[CH3:23])(=[O:12])[CH3:25]. The yield is 0.226. (3) The reactants are I[CH2:2][C:3]1([C:8]([O:10][CH3:11])=[O:9])[CH2:7][CH2:6][CH2:5][CH2:4]1.[NH:12]1[CH2:17][CH2:16][CH:15]([CH2:18][NH:19][C:20](=[O:26])[O:21][C:22]([CH3:25])([CH3:24])[CH3:23])[CH2:14][CH2:13]1.CCN(C(C)C)C(C)C. The catalyst is CN1CCCC1=O.C([O-])(O)=O.[Na+]. The product is [C:22]([O:21][C:20]([NH:19][CH2:18][CH:15]1[CH2:14][CH2:13][N:12]([CH2:2][C:3]2([C:8]([O:10][CH3:11])=[O:9])[CH2:7][CH2:6][CH2:5][CH2:4]2)[CH2:17][CH2:16]1)=[O:26])([CH3:25])([CH3:23])[CH3:24]. The yield is 0.670. (4) The reactants are C([O:5][C:6]([CH2:8][C:9]1[CH:14]=[CH:13][C:12]([O:15][C:16]([C:18]2[CH:27]=[CH:26][C:25]3[C:24](=[O:28])[CH2:23][CH2:22][C:21]([CH3:30])([CH3:29])[C:20]=3[CH:19]=2)=[O:17])=[CH:11][CH:10]=1)=[O:7])(C)(C)C.FC(F)(F)C(O)=O.C(OCC)(=O)C. The catalyst is ClCCl. The product is [C:6]([CH2:8][C:9]1[CH:10]=[CH:11][C:12]([O:15][C:16]([C:18]2[CH:27]=[CH:26][C:25]3[C:24](=[O:28])[CH2:23][CH2:22][C:21]([CH3:30])([CH3:29])[C:20]=3[CH:19]=2)=[O:17])=[CH:13][CH:14]=1)([OH:7])=[O:5]. The yield is 0.250. (5) The reactants are [NH2:1][C:2]1[N:9]=[CH:8][C:7](Br)=[CH:6][C:3]=1[C:4]#[N:5].[CH3:11][C@H:12]1[CH2:17][N:16]([CH2:18][B-](F)(F)F)[CH2:15][C@@H:14]([CH3:23])[O:13]1.[K+].C(=O)([O-])[O-].[Cs+].[Cs+].C1(P(C2CCCCC2)C2C=CC=CC=2C2C(C(C)C)=CC(C(C)C)=CC=2C(C)C)CCCCC1. The catalyst is O1CCOCC1.O.C([O-])(=O)C.[Pd+2].C([O-])(=O)C. The product is [NH2:1][C:2]1[N:9]=[CH:8][C:7]([CH2:18][N:16]2[CH2:17][C@@H:12]([CH3:11])[O:13][C@@H:14]([CH3:23])[CH2:15]2)=[CH:6][C:3]=1[C:4]#[N:5]. The yield is 0.920. (6) The reactants are [CH:1]([N:4](CC)C(C)C)(C)[CH3:2].BrCC#N.[C:14]([O:18][C:19]([NH:21][C@@H:22]([CH2:26][CH2:27][C@@H:28]1[S:32][CH2:31][N:30]([C:33]([O:35][C:36]([CH3:39])([CH3:38])[CH3:37])=[O:34])[CH2:29]1)[C:23]([OH:25])=[O:24])=[O:20])([CH3:17])([CH3:16])[CH3:15]. The catalyst is C(#N)C. The product is [C:14]([O:18][C:19]([NH:21][C@H:22]([C:23]([O:25][CH2:2][C:1]#[N:4])=[O:24])[CH2:26][CH2:27][C@@H:28]1[S:32][CH2:31][N:30]([C:33]([O:35][C:36]([CH3:39])([CH3:38])[CH3:37])=[O:34])[CH2:29]1)=[O:20])([CH3:17])([CH3:16])[CH3:15]. The yield is 0.870. (7) The reactants are COC1N=C(OC)N=C(O[C:12]([C:14]2[C:23]3[C:18](=[CH:19][C:20]([OH:24])=[CH:21][CH:22]=3)[CH:17]=[CH:16][CH:15]=2)=[O:13])N=1.[F:25][C:26]([F:35])([F:34])[C:27]1[CH:28]=[C:29]([NH2:33])[CH:30]=[CH:31][CH:32]=1.C(OCC)(=O)C. The catalyst is CN1CCCC1=O. The product is [F:25][C:26]([F:34])([F:35])[C:27]1[CH:28]=[C:29]([NH:33][C:12]([C:14]2[C:23]3[C:18](=[CH:19][C:20]([OH:24])=[CH:21][CH:22]=3)[CH:17]=[CH:16][CH:15]=2)=[O:13])[CH:30]=[CH:31][CH:32]=1. The yield is 0.760. (8) The reactants are OC1CCN(CC2C=CC=CC=2)CC1.C([N:22]1[CH2:27][CH2:26][CH:25]([O:28][C:29](=[O:43])[NH:30][C:31]2[CH:36]=[CH:35][CH:34]=[CH:33][C:32]=2[C:37]2[CH:42]=[CH:41][CH:40]=[CH:39][CH:38]=2)[CH2:24][CH2:23]1)C1C=CC=CC=1.Cl.C([O-])=O.[NH4+]. The catalyst is C(O)C. The product is [NH:22]1[CH2:23][CH2:24][CH:25]([O:28][C:29](=[O:43])[NH:30][C:31]2[CH:36]=[CH:35][CH:34]=[CH:33][C:32]=2[C:37]2[CH:42]=[CH:41][CH:40]=[CH:39][CH:38]=2)[CH2:26][CH2:27]1. The yield is 1.00. (9) The reactants are [Cl:1][C:2]1[CH:7]=[CH:6][C:5]([O:8][CH2:9][C@H:10]2[CH2:13][CH2:12][N:11]2C(OC(C)(C)C)=O)=[CH:4][N:3]=1.FC(F)(F)C(O)=O.[OH-].[Na+]. The catalyst is ClCCl. The product is [Cl:1][C:2]1[CH:7]=[CH:6][C:5]([O:8][CH2:9][C@H:10]2[CH2:13][CH2:12][NH:11]2)=[CH:4][N:3]=1. The yield is 0.560.